From a dataset of Catalyst prediction with 721,799 reactions and 888 catalyst types from USPTO. Predict which catalyst facilitates the given reaction. (1) Reactant: [F:1][C:2]1[CH:7]=[C:6]([F:8])[CH:5]=[CH:4][C:3]=1[C:9]1[CH:14]=[CH:13][C:12]([O:15][CH2:16][C:17]2[CH:22]=[CH:21][CH:20]=[C:19]([N+:23]([O-])=O)[CH:18]=2)=[CH:11][CH:10]=1.[C:26]1(=[O:32])[O:31][C:29](=[O:30])[CH2:28][CH2:27]1. Product: [F:1][C:2]1[CH:7]=[C:6]([F:8])[CH:5]=[CH:4][C:3]=1[C:9]1[CH:14]=[CH:13][C:12]([O:15][CH2:16][C:17]2[CH:18]=[C:19]([NH:23][C:26](=[O:32])[CH2:27][CH2:28][C:29]([OH:31])=[O:30])[CH:20]=[CH:21][CH:22]=2)=[CH:11][CH:10]=1. The catalyst class is: 123. (2) Reactant: [NH2:1][C@H:2]([C:6]([OH:8])=[O:7])[CH2:3][CH2:4][OH:5].[OH-].[Na+].C(=O)([O-])[O-].[Cs+].[Cs+].[C:17](OC([O-])=O)(=[O:23])[O:18][C:19]([CH3:22])([CH3:21])[CH3:20]. Product: [C:19]([O:18][C:17]([NH:1][CH:2]([C:6]([OH:8])=[O:7])[CH2:3][CH2:4][OH:5])=[O:23])([CH3:22])([CH3:21])[CH3:20]. The catalyst class is: 127. (3) Reactant: [Cl:1][CH2:2][CH2:3][O:4][C:5]1[CH:12]=[CH:11][C:8]([CH2:9]O)=[CH:7][CH:6]=1.S(Br)([Br:15])=O. Product: [Cl:1][CH2:2][CH2:3][O:4][C:5]1[CH:12]=[CH:11][C:8]([CH2:9][Br:15])=[CH:7][CH:6]=1. The catalyst class is: 440. (4) Reactant: [Cl:1][C:2]1[N:7]=[C:6](Cl)[C:5]([O:9][CH2:10][CH2:11][OH:12])=[C:4]([N:13]2[CH2:18][CH2:17][O:16][CH2:15][CH2:14]2)[N:3]=1.[H-].[Na+]. Product: [Cl:1][C:2]1[N:3]=[C:4]([N:13]2[CH2:18][CH2:17][O:16][CH2:15][CH2:14]2)[C:5]2[O:9][CH2:10][CH2:11][O:12][C:6]=2[N:7]=1. The catalyst class is: 1. (5) Reactant: [NH2:1][C:2]1[CH:3]=[C:4]([CH:34]=[CH:35][C:36]=1[O:37][CH3:38])[C:5]([O:7][C@H:8]([C:19]1[CH:24]=[CH:23][C:22]([O:25][CH:26]([F:28])[F:27])=[C:21]([O:29][CH2:30][CH:31]2[CH2:33][CH2:32]2)[CH:20]=1)[CH2:9][C:10]1[C:15]([Cl:16])=[CH:14][N+:13]([O-:17])=[CH:12][C:11]=1[Cl:18])=[O:6].[C:39]([O:43][C:44](=[O:49])[CH2:45][C:46](O)=[O:47])([CH3:42])([CH3:41])[CH3:40].C(Cl)CCl. Product: [C:39]([O:43][C:44](=[O:49])[CH2:45][C:46]([NH:1][C:2]1[CH:3]=[C:4]([CH:34]=[CH:35][C:36]=1[O:37][CH3:38])[C:5]([O:7][C@H:8]([C:19]1[CH:24]=[CH:23][C:22]([O:25][CH:26]([F:28])[F:27])=[C:21]([O:29][CH2:30][CH:31]2[CH2:32][CH2:33]2)[CH:20]=1)[CH2:9][C:10]1[C:15]([Cl:16])=[CH:14][N+:13]([O-:17])=[CH:12][C:11]=1[Cl:18])=[O:6])=[O:47])([CH3:42])([CH3:41])[CH3:40]. The catalyst class is: 239. (6) Reactant: [SH:1][C:2]1[CH:7]=[CH:6][CH:5]=[CH:4][N:3]=1.[F:8][C:9]1[CH:17]=[CH:16][C:12]([C:13](Cl)=[O:14])=[CH:11][N:10]=1. Product: [F:8][C:9]1[N:10]=[CH:11][C:12]([C:13](=[O:14])[S:1][C:2]2[CH:7]=[CH:6][CH:5]=[CH:4][N:3]=2)=[CH:16][CH:17]=1. The catalyst class is: 1.